Dataset: Reaction yield outcomes from USPTO patents with 853,638 reactions. Task: Predict the reaction yield, written as a fraction of the theoretical maximum amount of product (1.0 means a 100% yield; for example, 0.34 means a 34% yield). (1) The reactants are [CH:1]1([C:4]2[C:5]([N:24]([C:29]3[CH:30]=[CH:31][C:32]([N+:39]([O-:41])=[O:40])=[C:33]([CH2:35][C:36]([OH:38])=[O:37])[CH:34]=3)[S:25]([CH3:28])(=[O:27])=[O:26])=[CH:6][C:7]3[O:11][C:10]([C:12]4[CH:17]=[CH:16][C:15]([F:18])=[CH:14][CH:13]=4)=[C:9]([C:19](=[O:22])[NH:20][CH3:21])[C:8]=3[CH:23]=2)[CH2:3][CH2:2]1.[Si](C=[N+]=[N-])(C)(C)[CH3:43].CCCCCC. The catalyst is CN(C=O)C.CO.O. The product is [CH:1]1([C:4]2[C:5]([N:24]([C:29]3[CH:30]=[CH:31][C:32]([N+:39]([O-:41])=[O:40])=[C:33]([CH2:35][C:36]([O:38][CH3:43])=[O:37])[CH:34]=3)[S:25]([CH3:28])(=[O:27])=[O:26])=[CH:6][C:7]3[O:11][C:10]([C:12]4[CH:17]=[CH:16][C:15]([F:18])=[CH:14][CH:13]=4)=[C:9]([C:19](=[O:22])[NH:20][CH3:21])[C:8]=3[CH:23]=2)[CH2:3][CH2:2]1. The yield is 0.700. (2) The reactants are Cl.Cl[CH2:3][C:4]1[N:5]=[CH:6][S:7][CH:8]=1.[F:9][C:10]1[CH:19]=[CH:18][CH:17]=[C:16]2[C:11]=1[C:12]([NH:20][C:21]1[CH:22]=[C:23]3[C:27](=[CH:28][CH:29]=1)[NH:26][N:25]=[CH:24]3)=[N:13][CH:14]=[N:15]2. No catalyst specified. The product is [F:9][C:10]1[CH:19]=[CH:18][CH:17]=[C:16]2[C:11]=1[C:12]([NH:20][C:21]1[CH:22]=[C:23]3[C:27](=[CH:28][CH:29]=1)[N:26]([CH2:3][C:4]1[N:5]=[CH:6][S:7][CH:8]=1)[N:25]=[CH:24]3)=[N:13][CH:14]=[N:15]2. The yield is 0.310. (3) The reactants are [NH:1]1[C:9]2[C:4](=[C:5]([CH:10]=[CH:11][C:12]([O:14][CH3:15])=[O:13])[CH:6]=[CH:7][CH:8]=2)[CH:3]=[CH:2]1. The catalyst is CO.[Pd]. The product is [NH:1]1[C:9]2[C:4](=[C:5]([CH2:10][CH2:11][C:12]([O:14][CH3:15])=[O:13])[CH:6]=[CH:7][CH:8]=2)[CH:3]=[CH:2]1. The yield is 0.880.